This data is from Catalyst prediction with 721,799 reactions and 888 catalyst types from USPTO. The task is: Predict which catalyst facilitates the given reaction. (1) Reactant: [CH3:1][S:2]([CH3:4])=[O:3].ClCCl.C(#N)C.[CH3:11][C:12]([CH3:23])([CH3:22])/[C:13](/[OH:21])=[CH:14]/[C:15]([C:17]([CH3:20])([CH3:19])[CH3:18])=[O:16].[CH3:24][C:25]([CH3:36])([CH3:35])/[C:26](/[OH:34])=[CH:27]/[C:28]([C:30]([CH3:33])([CH3:32])[CH3:31])=[O:29].[CH3:37][C:38]([CH3:49])([CH3:48])/[C:39](/[OH:47])=[CH:40]/[C:41]([C:43]([CH3:46])([CH3:45])[CH3:44])=[O:42].[Tb:50]. Product: [CH3:11][C:12]([CH3:23])([CH3:22])/[C:13](/[OH:21])=[CH:14]/[C:15]([C:17]([CH3:20])([CH3:19])[CH3:18])=[O:16].[CH3:24][C:25]([CH3:36])([CH3:35])/[C:26](/[OH:34])=[CH:27]/[C:28]([C:30]([CH3:33])([CH3:32])[CH3:31])=[O:29].[CH3:37][C:38]([CH3:49])([CH3:48])/[C:39](/[OH:47])=[CH:40]/[C:41]([C:43]([CH3:46])([CH3:45])[CH3:44])=[O:42].[Tb:50].[CH3:1][S:2]([CH3:4])=[O:3]. The catalyst class is: 545. (2) Product: [NH2:27][C:23]1[N:24]=[CH:25][N:26]=[C:21]([NH:1][C@H:2]([C:5]2[N:6]([CH:17]3[CH2:19][CH2:18]3)[C:7](=[O:16])[C:8]3[C:13]([CH:14]=2)=[CH:12][CH:11]=[CH:10][C:9]=3[Cl:15])[CH2:3][CH3:4])[C:22]=1[C:28]1[N:32]=[CH:31][N:30]([CH3:33])[N:29]=1. The catalyst class is: 114. Reactant: [NH2:1][C@H:2]([C:5]1[N:6]([CH:17]2[CH2:19][CH2:18]2)[C:7](=[O:16])[C:8]2[C:13]([CH:14]=1)=[CH:12][CH:11]=[CH:10][C:9]=2[Cl:15])[CH2:3][CH3:4].Cl[C:21]1[N:26]=[CH:25][N:24]=[C:23]([NH2:27])[C:22]=1[C:28]1[N:32]=[CH:31][N:30]([CH3:33])[N:29]=1.CCN(C(C)C)C(C)C. (3) Reactant: F[C:2]1[CH:9]=[C:8]([O:10][CH3:11])[C:7]([N+:12]([O-:14])=[O:13])=[CH:6][C:3]=1[C:4]#[N:5].[N:15]1([C:21](=[O:23])[CH3:22])[CH2:20][CH2:19][NH:18][CH2:17][CH2:16]1.C(=O)([O-])[O-].[Cs+].[Cs+]. Product: [C:21]([N:15]1[CH2:20][CH2:19][N:18]([C:2]2[CH:9]=[C:8]([O:10][CH3:11])[C:7]([N+:12]([O-:14])=[O:13])=[CH:6][C:3]=2[C:4]#[N:5])[CH2:17][CH2:16]1)(=[O:23])[CH3:22]. The catalyst class is: 287. (4) Reactant: [CH2:1]([O:3][C:4](=[O:27])/[CH:5]=[CH:6]/[C:7]1[CH:12]=[C:11]([O:13][C:14]2[CH:19]=[CH:18][C:17]([NH:20]C(=O)C)=[CH:16][CH:15]=2)[CH:10]=[CH:9][C:8]=1[N+:24]([O-:26])=[O:25])C.CO.[ClH:30].O. Product: [ClH:30].[CH3:1][O:3][C:4](=[O:27])/[CH:5]=[CH:6]/[C:7]1[CH:12]=[C:11]([O:13][C:14]2[CH:19]=[CH:18][C:17]([NH2:20])=[CH:16][CH:15]=2)[CH:10]=[CH:9][C:8]=1[N+:24]([O-:26])=[O:25]. The catalyst class is: 25. (5) Reactant: [C:1]([NH:4][NH:5][C:6]1[CH:11]=[CH:10][C:9]([Cl:12])=[CH:8][C:7]=1[Cl:13])(=O)[CH3:2].P(Cl)(Cl)([Cl:16])=O. Product: [Cl:13][C:7]1[CH:8]=[C:9]([Cl:12])[CH:10]=[CH:11][C:6]=1[NH:5][N:4]=[C:1]([Cl:16])[CH3:2]. The catalyst class is: 11. (6) Reactant: [Cl:1][CH2:2][CH2:3][CH2:4][O:5][C:6]1[C:11]([F:12])=[CH:10][C:9]([C:13](=O)[CH3:14])=[CH:8][C:7]=1[F:16].O.[C:18]([OH:22])(=O)[CH:19]=O.O.[NH2:24][NH2:25]. Product: [Cl:1][CH2:2][CH2:3][CH2:4][O:5][C:6]1[C:11]([F:12])=[CH:10][C:9]([C:13]2[CH:14]=[CH:19][C:18](=[O:22])[NH:24][N:25]=2)=[CH:8][C:7]=1[F:16]. The catalyst class is: 15.